Dataset: Forward reaction prediction with 1.9M reactions from USPTO patents (1976-2016). Task: Predict the product of the given reaction. Given the reactants C([O:5][CH2:6][CH2:7][C:8]1[CH:13]=[CH:12][CH:11]=[C:10]([C:14]([CH3:16])=[CH2:15])[CH:9]=1)(=O)CC.[OH-:17].[K+].[CH2:19](O)C, predict the reaction product. The product is: [CH:14]([C:10]1[CH:9]=[C:8]([CH:7]([CH3:19])[C:6]([OH:5])=[O:17])[CH:13]=[CH:12][CH:11]=1)([CH3:15])[CH3:16].